This data is from TCR-epitope binding with 47,182 pairs between 192 epitopes and 23,139 TCRs. The task is: Binary Classification. Given a T-cell receptor sequence (or CDR3 region) and an epitope sequence, predict whether binding occurs between them. The epitope is VLAWLYAAV. The TCR CDR3 sequence is CASSPGLAGAAGELFF. Result: 1 (the TCR binds to the epitope).